Predict the reactants needed to synthesize the given product. From a dataset of Full USPTO retrosynthesis dataset with 1.9M reactions from patents (1976-2016). (1) The reactants are: [CH3:1][O:2][C:3](=[O:28])[NH:4][C@H:5]([C:9]([N:11]1[CH2:15][CH2:14][CH2:13][C@H:12]1[C:16](=[O:27])[NH:17][C:18]1[N:19]=[C:20]2[N:24]([CH:25]=1)[CH:23]=[C:22](Br)[S:21]2)=[O:10])[CH:6]([CH3:8])[CH3:7].[NH2:29][C:30]1[CH:35]=[CH:34][C:33](B(O)O)=[CH:32][CH:31]=1. Given the product [CH3:1][O:2][C:3](=[O:28])[NH:4][C@H:5]([C:9]([N:11]1[CH2:15][CH2:14][CH2:13][C@H:12]1[C:16](=[O:27])[NH:17][C:18]1[N:19]=[C:20]2[N:24]([CH:25]=1)[CH:23]=[C:22]([C:33]1[CH:34]=[CH:35][C:30]([NH2:29])=[CH:31][CH:32]=1)[S:21]2)=[O:10])[CH:6]([CH3:8])[CH3:7], predict the reactants needed to synthesize it. (2) Given the product [Br:11][C:7]1[CH:8]=[C:3]([CH:2]([F:10])[F:1])[C:4]([NH2:9])=[N:5][CH:6]=1, predict the reactants needed to synthesize it. The reactants are: [F:1][CH:2]([F:10])[C:3]1[C:4]([NH2:9])=[N:5][CH:6]=[CH:7][CH:8]=1.[Br:11]N1C(=O)CCC1=O. (3) Given the product [F:40][C:41]([F:46])([F:45])[C:42]([OH:44])=[O:43].[C:97]([O:96][C:94](=[O:95])[NH:101][C@@H:102]1[CH2:106][CH2:105][N:104]([C:2]2[N:10]=[C:9]3[C:5]([N:6]=[CH:7][N:8]3[C@@H:11]3[CH2:15][C@H:14]([N:16]4[N:20]=[N:19][C:18]([CH2:21][CH3:22])=[N:17]4)[C@@H:13]([OH:23])[C@H:12]3[OH:24])=[C:4]([NH:25][CH2:26][CH:27]([C:28]3[CH:33]=[CH:32][CH:31]=[CH:30][CH:29]=3)[C:34]3[CH:39]=[CH:38][CH:37]=[CH:36][CH:35]=3)[N:3]=2)[CH2:103]1)([CH3:100])([CH3:98])[CH3:99], predict the reactants needed to synthesize it. The reactants are: Cl[C:2]1[N:10]=[C:9]2[C:5]([N:6]=[CH:7][N:8]2[C@@H:11]2[CH2:15][C@H:14]([N:16]3[N:20]=[N:19][C:18]([CH2:21][CH3:22])=[N:17]3)[C@@H:13]([OH:23])[C@H:12]2[OH:24])=[C:4]([NH:25][CH2:26][CH:27]([C:34]2[CH:39]=[CH:38][CH:37]=[CH:36][CH:35]=2)[C:28]2[CH:33]=[CH:32][CH:31]=[CH:30][CH:29]=2)[N:3]=1.[F:40][C:41]([F:46])([F:45])[C:42]([OH:44])=[O:43].C1(C(C2C=CC=CC=2)CNC2N=C(NCCN3CCCCC3)N=C3C=2N=CN3[C@@H]2C[C@H](N3C=C(CO)C=N3)[C@@H](O)[C@H]2O)C=CC=CC=1.[C:94]([NH:101][C@@H:102]1[CH2:106][CH2:105][NH:104][CH2:103]1)([O:96][C:97]([CH3:100])([CH3:99])[CH3:98])=[O:95]. (4) The reactants are: [CH:1]1([C:4]2[C:5]([O:13][CH2:14][C:15]([F:18])([F:17])[F:16])=[CH:6][C:7]([C:10]([OH:12])=O)=[N:8][CH:9]=2)[CH2:3][CH2:2]1.Cl.[F:20][C:21]1([F:29])[CH2:25][NH:24][C@@H:23]([C:26]([NH2:28])=[O:27])[CH2:22]1. Given the product [CH:1]1([C:4]2[C:5]([O:13][CH2:14][C:15]([F:18])([F:17])[F:16])=[CH:6][C:7]([C:10]([N:24]3[CH2:25][C:21]([F:29])([F:20])[CH2:22][C@H:23]3[C:26]([NH2:28])=[O:27])=[O:12])=[N:8][CH:9]=2)[CH2:2][CH2:3]1, predict the reactants needed to synthesize it. (5) Given the product [Cl:1][C:2]1[N:7]=[C:6]2[N:8]([Si:11]([CH:15]([CH3:17])[CH3:16])([CH:18]([CH3:20])[CH3:19])[CH:12]([CH3:13])[CH3:14])[CH:9]=[CH:10][C:5]2=[C:4]([C:27]2([OH:26])[CH2:28][CH2:29][N:30]([C:33]([O:35][C:36]([CH3:38])([CH3:37])[CH3:39])=[O:34])[CH2:31][CH2:32]2)[CH:3]=1, predict the reactants needed to synthesize it. The reactants are: [Cl:1][C:2]1[N:7]=[C:6]2[N:8]([Si:11]([CH:18]([CH3:20])[CH3:19])([CH:15]([CH3:17])[CH3:16])[CH:12]([CH3:14])[CH3:13])[CH:9]=[CH:10][C:5]2=[CH:4][CH:3]=1.[Li]C(CC)C.[O:26]=[C:27]1[CH2:32][CH2:31][N:30]([C:33]([O:35][C:36]([CH3:39])([CH3:38])[CH3:37])=[O:34])[CH2:29][CH2:28]1.